This data is from Reaction yield outcomes from USPTO patents with 853,638 reactions. The task is: Predict the reaction yield, written as a fraction of the theoretical maximum amount of product (1.0 means a 100% yield; for example, 0.34 means a 34% yield). The product is [F:16][C:10]1[CH:11]=[C:12]([F:15])[CH:13]=[CH:14][C:9]=1[O:8][C:7]1[CH:6]=[CH:5][C:4]([S:17]([NH2:20])(=[O:19])=[O:18])=[CH:3][C:2]=1[C:26]1[CH:25]=[CH:24][C:23](=[O:37])[N:22]([CH3:21])[CH:27]=1. The reactants are Br[C:2]1[CH:3]=[C:4]([S:17]([NH2:20])(=[O:19])=[O:18])[CH:5]=[CH:6][C:7]=1[O:8][C:9]1[CH:14]=[CH:13][C:12]([F:15])=[CH:11][C:10]=1[F:16].[CH3:21][N:22]1[CH:27]=[C:26](B2OC(C)(C)C(C)(C)O2)[CH:25]=[CH:24][C:23]1=[O:37]. The yield is 0.180. The catalyst is O1CCOCC1.C(=O)(O)[O-].C1C=CC(P(C2C=CC=CC=2)[C-]2C=CC=C2)=CC=1.C1C=CC(P(C2C=CC=CC=2)[C-]2C=CC=C2)=CC=1.Cl[Pd]Cl.[Fe+2].